Dataset: Forward reaction prediction with 1.9M reactions from USPTO patents (1976-2016). Task: Predict the product of the given reaction. (1) Given the reactants [F:1][C:2]1[CH:13]=[CH:12][C:5]([CH2:6][O:7][CH2:8][C:9](Cl)=[O:10])=[CH:4][CH:3]=1.[CH2:14]([CH2:16][NH2:17])[OH:15].C(N(CC)CC)C.FC1C=CC(COCC(NCCC2CCN(CC3C=CC=CC=3)CC2)=O)=CC=1, predict the reaction product. The product is: [F:1][C:2]1[CH:13]=[CH:12][C:5]([CH2:6][O:7][CH2:8][C:9]([NH:17][CH2:16][CH2:14][OH:15])=[O:10])=[CH:4][CH:3]=1. (2) Given the reactants Br.[NH2:2][C:3]1[C:4]([CH2:9][N:10]2[C:18]3[C:13](=[CH:14][CH:15]=[CH:16][CH:17]=3)[C:12]3([C:30]4[C:21](=[CH:22][C:23]5[O:28][CH2:27][CH2:26][O:25][C:24]=5[CH:29]=4)[O:20][CH2:19]3)[C:11]2=[O:31])=[N:5][CH:6]=[CH:7][CH:8]=1.[CH3:32][S:33](Cl)(=[O:35])=[O:34].N1C=CC=CC=1, predict the reaction product. The product is: [O:31]=[C:11]1[C:12]2([C:30]3[C:21](=[CH:22][C:23]4[O:28][CH2:27][CH2:26][O:25][C:24]=4[CH:29]=3)[O:20][CH2:19]2)[C:13]2[C:18](=[CH:17][CH:16]=[CH:15][CH:14]=2)[N:10]1[CH2:9][C:4]1[C:3]([NH:2][S:33]([CH3:32])(=[O:35])=[O:34])=[CH:8][CH:7]=[CH:6][N:5]=1. (3) Given the reactants [OH:1][CH:2]([CH2:23][CH2:24][CH2:25][CH2:26][CH2:27][CH2:28][CH2:29][CH2:30][CH2:31][CH2:32][CH2:33][C:34]([O:36][CH2:37][CH2:38][CH2:39][CH2:40][CH2:41][CH3:42])=[O:35])[CH2:3][CH2:4][CH2:5][CH2:6][CH2:7][CH2:8][CH2:9][CH2:10][CH2:11][CH2:12][CH2:13][C:14]([O:16][CH2:17][CH2:18][CH2:19][CH2:20][CH2:21][CH3:22])=[O:15].CCN=C=N[CH2:48][CH2:49][CH2:50][N:51]([CH3:53])[CH3:52].Cl.Cl.CN(C(CC)[C:60](O)=[O:61])C, predict the reaction product. The product is: [CH3:52][N:51]([CH3:53])[CH2:50][CH2:49][CH2:48][C:60]([O:1][CH:2]([CH2:3][CH2:4][CH2:5][CH2:6][CH2:7][CH2:8][CH2:9][CH2:10][CH2:11][CH2:12][CH2:13][C:14]([O:16][CH2:17][CH2:18][CH2:19][CH2:20][CH2:21][CH3:22])=[O:15])[CH2:23][CH2:24][CH2:25][CH2:26][CH2:27][CH2:28][CH2:29][CH2:30][CH2:31][CH2:32][CH2:33][C:34]([O:36][CH2:37][CH2:38][CH2:39][CH2:40][CH2:41][CH3:42])=[O:35])=[O:61]. (4) Given the reactants [CH2:1]=[CH:2][CH2:3][CH2:4][CH2:5][CH2:6][CH2:7][CH2:8][CH2:9][CH2:10][CH3:11].Br[C:13]1[CH:14]=[C:15]([CH:20]=[CH:21][C:22]=1[F:23])[C:16]([O:18][CH3:19])=[O:17], predict the reaction product. The product is: [F:23][C:22]1[CH:21]=[CH:20][C:15]([C:16]([O:18][CH3:19])=[O:17])=[CH:14][C:13]=1[CH2:11][CH2:10][CH2:9][CH2:8][CH2:7][CH2:6][CH2:5][CH2:4][CH2:3][CH2:2][CH3:1]. (5) Given the reactants CON(C)[C:4](=[O:20])[C:5]1[CH:10]=[CH:9][C:8]([C:11]2[CH:15]=[C:14]([C:16]([F:19])([F:18])[F:17])[O:13][N:12]=2)=[CH:7][CH:6]=1.[CH:22]1([Mg]Br)[CH2:27][CH2:26][CH2:25][CH2:24][CH2:23]1, predict the reaction product. The product is: [CH:22]1([C:4]([C:5]2[CH:6]=[CH:7][C:8]([C:11]3[CH:15]=[C:14]([C:16]([F:17])([F:18])[F:19])[O:13][N:12]=3)=[CH:9][CH:10]=2)=[O:20])[CH2:27][CH2:26][CH2:25][CH2:24][CH2:23]1.